Dataset: Peptide-MHC class I binding affinity with 185,985 pairs from IEDB/IMGT. Task: Regression. Given a peptide amino acid sequence and an MHC pseudo amino acid sequence, predict their binding affinity value. This is MHC class I binding data. (1) The peptide sequence is QLAKKEEEL. The MHC is HLA-A02:03 with pseudo-sequence HLA-A02:03. The binding affinity (normalized) is 0.0476. (2) The peptide sequence is QPEWFRNVL. The MHC is HLA-B40:01 with pseudo-sequence HLA-B40:01. The binding affinity (normalized) is 0.0847. (3) The peptide sequence is MLLGELLTF. The MHC is HLA-A03:01 with pseudo-sequence HLA-A03:01. The binding affinity (normalized) is 0.0847.